Dataset: Peptide-MHC class II binding affinity with 134,281 pairs from IEDB. Task: Regression. Given a peptide amino acid sequence and an MHC pseudo amino acid sequence, predict their binding affinity value. This is MHC class II binding data. (1) The peptide sequence is CLNLDVYRILLLMVGI. The MHC is DRB1_0404 with pseudo-sequence DRB1_0404. The binding affinity (normalized) is 0.108. (2) The peptide sequence is GNFERISGDLKTQID. The MHC is HLA-DQA10301-DQB10302 with pseudo-sequence HLA-DQA10301-DQB10302. The binding affinity (normalized) is 0.132.